From a dataset of Full USPTO retrosynthesis dataset with 1.9M reactions from patents (1976-2016). Predict the reactants needed to synthesize the given product. Given the product [CH2:17]([C:5]1([CH2:14][CH2:2][CH2:3][CH3:4])[C:4]2[CH:3]=[C:2]([Br:1])[CH:14]=[CH:13][C:12]=2[C:11]2[C:6]1=[CH:7][C:8]([Br:15])=[CH:9][CH:10]=2)[CH2:18][CH2:19][CH3:20], predict the reactants needed to synthesize it. The reactants are: [Br:1][C:2]1[CH:14]=[CH:13][C:12]2[C:11]3[C:6](=[CH:7][C:8]([Br:15])=[CH:9][CH:10]=3)[CH2:5][C:4]=2[CH:3]=1.Br[CH2:17][CH2:18][CH2:19][CH3:20].[OH-].[K+].[I-].[K+].